Dataset: Experimentally validated miRNA-target interactions with 360,000+ pairs, plus equal number of negative samples. Task: Binary Classification. Given a miRNA mature sequence and a target amino acid sequence, predict their likelihood of interaction. The miRNA is hsa-miR-1976 with sequence CCUCCUGCCCUCCUUGCUGU. The protein sequence of the target gene is MIHFILLFSRQGKLRLQKWYITLPDKERKKITREIVQIILSRGHRTSSFVDWKELKLVYKRYASLYFCCAIENQDNELLTLEIVHRYVELLDKYFGNVCELDIIFNFEKAYFILDEFIIGGEIQETSKKIAVKAIEDSDMLQEVSTVSQTMGER. Result: 1 (interaction).